Task: Predict the product of the given reaction.. Dataset: Forward reaction prediction with 1.9M reactions from USPTO patents (1976-2016) Given the reactants [C:1]12([CH2:11][CH2:12][N:13]([CH2:26][CH2:27][NH:28][CH3:29])[C:14]([NH:16][CH2:17][CH2:18][CH2:19][C:20]3[CH:25]=[CH:24][N:23]=[CH:22][CH:21]=3)=[O:15])[CH2:10][CH:5]3[CH2:6][CH:7]([CH2:9][CH:3]([CH2:4]3)[CH2:2]1)[CH2:8]2.C(=O)([O-])[O-].[K+].[K+].[I-].[Na+].[CH3:38][O:39][CH2:40][CH2:41]Cl, predict the reaction product. The product is: [C:1]12([CH2:11][CH2:12][N:13]([CH2:26][CH2:27][N:28]([CH2:41][CH2:40][O:39][CH3:38])[CH3:29])[C:14]([NH:16][CH2:17][CH2:18][CH2:19][C:20]3[CH:25]=[CH:24][N:23]=[CH:22][CH:21]=3)=[O:15])[CH2:8][CH:7]3[CH2:6][CH:5]([CH2:4][CH:3]([CH2:9]3)[CH2:2]1)[CH2:10]2.